From a dataset of TCR-epitope binding with 47,182 pairs between 192 epitopes and 23,139 TCRs. Binary Classification. Given a T-cell receptor sequence (or CDR3 region) and an epitope sequence, predict whether binding occurs between them. The epitope is WICLLQFAY. The TCR CDR3 sequence is CSVAQATYNEQFF. Result: 1 (the TCR binds to the epitope).